Predict the reactants needed to synthesize the given product. From a dataset of Full USPTO retrosynthesis dataset with 1.9M reactions from patents (1976-2016). (1) Given the product [NH2:11][CH2:10][CH:9]([OH:8])[CH2:19][O:20][C:21]1[CH:22]=[C:23]([C:27]2[CH:28]=[C:29]([C:39]([NH:40][CH2:41][C:42]3[C:43](=[O:50])[NH:44][C:45]([CH3:49])=[CH:46][C:47]=3[CH3:48])=[O:51])[C:30]3[C:31](=[N:33][N:34]([CH:36]([CH3:37])[CH3:38])[CH:35]=3)[N:32]=2)[CH:24]=[CH:25][CH:26]=1, predict the reactants needed to synthesize it. The reactants are: [Si]([O:8][CH:9]([CH2:19][O:20][C:21]1[CH:26]=[CH:25][CH:24]=[C:23]([C:27]2[CH:28]=[C:29]([C:39](=[O:51])[NH:40][CH2:41][C:42]3[C:43](=[O:50])[NH:44][C:45]([CH3:49])=[CH:46][C:47]=3[CH3:48])[C:30]3[C:31](=[N:33][N:34]([CH:36]([CH3:38])[CH3:37])[CH:35]=3)[N:32]=2)[CH:22]=1)[CH2:10][NH:11]C(=O)OC(C)(C)C)(C(C)(C)C)(C)C.Cl. (2) Given the product [C:18]([C:10]1[CH:9]=[C:8]2[C:17]3=[C:16]4[C:5](=[CH:4][CH:3]=[C:2]([C:26]5[CH:27]=[CH:28][C:23]([CH3:22])=[CH:24][CH:25]=5)[C:15]4=[CH:14][CH:13]=[C:12]3[CH:11]=1)[CH:6]=[CH:7]2)([CH3:19])([CH3:21])[CH3:20], predict the reactants needed to synthesize it. The reactants are: Br[C:2]1[C:15]2[C:16]3=[C:17]4[C:12](=[CH:13][CH:14]=2)[CH:11]=[C:10]([C:18]([CH3:21])([CH3:20])[CH3:19])[CH:9]=[C:8]4[CH:7]=[CH:6][C:5]3=[CH:4][CH:3]=1.[CH3:22][C:23]1[CH:28]=[CH:27][C:26](B(O)O)=[CH:25][CH:24]=1.P([O-])([O-])([O-])=O.[K+].[K+].[K+].CN(C)C=O.